Dataset: Retrosynthesis with 50K atom-mapped reactions and 10 reaction types from USPTO. Task: Predict the reactants needed to synthesize the given product. (1) Given the product COC1(c2cnc(OCc3ccc(/C(C)=N/O)cc3)s2)CCOCC1, predict the reactants needed to synthesize it. The reactants are: COC1(c2cnc(OCc3ccc(C(C)=O)cc3)s2)CCOCC1.NO. (2) Given the product CCOC(=O)CCCOc1cccc(CC)c1, predict the reactants needed to synthesize it. The reactants are: CCOC(=O)CCCBr.CCc1cccc(O)c1. (3) Given the product Cc1nn(-c2ccc(C#N)cc2)c(C)c1Cc1ccc(C(=O)O)cc1, predict the reactants needed to synthesize it. The reactants are: COC(=O)c1ccc(Cc2c(C)nn(-c3ccc(C#N)cc3)c2C)cc1. (4) Given the product CNC(=O)c1ccc(N)c(Cl)c1, predict the reactants needed to synthesize it. The reactants are: CN.Nc1ccc(C(=O)O)cc1Cl.